Regression. Given a peptide amino acid sequence and an MHC pseudo amino acid sequence, predict their binding affinity value. This is MHC class II binding data. From a dataset of Peptide-MHC class II binding affinity with 134,281 pairs from IEDB. (1) The peptide sequence is FLTGPLNFTGPCKGD. The MHC is DRB1_0701 with pseudo-sequence DRB1_0701. The binding affinity (normalized) is 0.345. (2) The peptide sequence is YSDRGWGNGCGLFGK. The MHC is HLA-DQA10103-DQB10603 with pseudo-sequence HLA-DQA10103-DQB10603. The binding affinity (normalized) is 0. (3) The peptide sequence is KDVTVSQVWFGHRYS. The MHC is DRB1_1501 with pseudo-sequence DRB1_1501. The binding affinity (normalized) is 0.544. (4) The peptide sequence is TGVMRGNHYAFVGVM. The MHC is HLA-DQA10201-DQB10301 with pseudo-sequence HLA-DQA10201-DQB10301. The binding affinity (normalized) is 0.504. (5) The peptide sequence is IRDKVQKEYALFYKLDVV. The MHC is HLA-DPA10201-DPB10501 with pseudo-sequence HLA-DPA10201-DPB10501. The binding affinity (normalized) is 0.673. (6) The peptide sequence is VDIINRWQVVAPQLP. The MHC is HLA-DQA10401-DQB10402 with pseudo-sequence HLA-DQA10401-DQB10402. The binding affinity (normalized) is 0.240.